Dataset: Catalyst prediction with 721,799 reactions and 888 catalyst types from USPTO. Task: Predict which catalyst facilitates the given reaction. (1) Reactant: NC1C=CNC=1C(OCC)=O.Cl[C:13]1[CH:29]=[C:28](C)[C:16]2[NH:17][C:18]([S:20]C3OC(C=O)=CC=3)=[N:19][C:15]=2[CH:14]=1.C1(=O)CCCC(=O)C1. Product: [SH:20][C:18]1[NH:17][C:16]2[CH:28]=[CH:29][CH:13]=[CH:14][C:15]=2[N:19]=1. The catalyst class is: 51. (2) Product: [C:3]([C:5]1[C:10]([C:11]2[N:15]([S:46]([C:42]3[S:41][CH:45]=[CH:44][CH:43]=3)(=[O:48])=[O:47])[CH:14]=[C:13]([CH2:16][N:17]([CH3:25])[C:18](=[O:24])[O:19][C:20]([CH3:21])([CH3:22])[CH3:23])[CH:12]=2)=[CH:9][CH:8]=[CH:7][N:6]=1)#[N:4]. Reactant: [H-].[Na+].[C:3]([C:5]1[C:10]([C:11]2[NH:15][CH:14]=[C:13]([CH2:16][N:17]([CH3:25])[C:18](=[O:24])[O:19][C:20]([CH3:23])([CH3:22])[CH3:21])[CH:12]=2)=[CH:9][CH:8]=[CH:7][N:6]=1)#[N:4].C1OCCOCCOCCOCCOC1.[S:41]1[CH:45]=[CH:44][CH:43]=[C:42]1[S:46](Cl)(=[O:48])=[O:47].[Cl-].[NH4+]. The catalyst class is: 7.